From a dataset of Reaction yield outcomes from USPTO patents with 853,638 reactions. Predict the reaction yield, written as a fraction of the theoretical maximum amount of product (1.0 means a 100% yield; for example, 0.34 means a 34% yield). (1) The reactants are Cl.[NH2:2][CH2:3][CH2:4][C:5]([O:7][CH2:8][CH3:9])=[O:6].[CH3:10][CH:11]([CH3:40])[CH2:12][C@H:13]([NH:30][C:31]1[CH:39]=[CH:38][C:34]([C:35](O)=[O:36])=[CH:33][N:32]=1)[C:14]1[CH:19]=[CH:18][C:17]([C:20]2[CH:25]=[CH:24][C:23]([C:26]([F:29])([F:28])[F:27])=[CH:22][N:21]=2)=[CH:16][CH:15]=1.O.OC1C2N=NNC=2C=CC=1.C(N(CC)CC)C.Cl.C(N=C=NCCCN(C)C)C. The catalyst is ClCCl.C(=O)(O)[O-].[Na+]. The product is [CH3:10][CH:11]([CH3:40])[CH2:12][C@H:13]([NH:30][C:31]1[N:32]=[CH:33][C:34]([C:35]([NH:2][CH2:3][CH2:4][C:5]([O:7][CH2:8][CH3:9])=[O:6])=[O:36])=[CH:38][CH:39]=1)[C:14]1[CH:15]=[CH:16][C:17]([C:20]2[CH:25]=[CH:24][C:23]([C:26]([F:27])([F:28])[F:29])=[CH:22][N:21]=2)=[CH:18][CH:19]=1. The yield is 0.860. (2) The catalyst is C(Cl)(Cl)Cl. The product is [CH2:33]([C:24]1[N:23]([CH2:22][C:19]2[CH:20]=[CH:21][C:16]([NH:15][CH2:14][CH:11]3[CH2:10][CH2:9][NH:8][CH2:13][CH2:12]3)=[CH:17][CH:18]=2)[C:27]2=[N:28][CH:29]=[CH:30][C:31]([CH3:32])=[C:26]2[N:25]=1)[CH3:34]. The yield is 0.930. The reactants are C(OC([N:8]1[CH2:13][CH2:12][CH:11]([CH2:14][NH:15][C:16]2[CH:21]=[CH:20][C:19]([CH2:22][N:23]3[C:27]4=[N:28][CH:29]=[CH:30][C:31]([CH3:32])=[C:26]4[N:25]=[C:24]3[CH2:33][CH3:34])=[CH:18][CH:17]=2)[CH2:10][CH2:9]1)=O)(C)(C)C.C(OCC)(=O)C.Cl.[OH-].[Na+]. (3) The yield is 0.510. The catalyst is ClCCl.[O-2].[Mn+4].[O-2]. The reactants are [CH3:1][C:2]1[C:10]2[C:5](=[C:6]([C:11]([F:14])([F:13])[F:12])[CH:7]=[CH:8][CH:9]=2)[NH:4][C:3]=1[CH2:15][OH:16]. The product is [CH3:1][C:2]1[C:10]2[C:5](=[C:6]([C:11]([F:14])([F:12])[F:13])[CH:7]=[CH:8][CH:9]=2)[NH:4][C:3]=1[CH:15]=[O:16]. (4) The reactants are [N+:1]([C:4]1[CH:13]=[CH:12][C:7]2[N:8]=[CH:9][CH2:10][O:11][C:6]=2[CH:5]=1)([O-:3])=[O:2].[OH-].[Na+].Br.Br[CH2:18][C:19]1[CH:20]=[N:21][CH:22]=[CH:23][CH:24]=1.C(OCC)(=O)C. The catalyst is [Cl-].C([N+](CCCC)(CCCC)CCCC)CCC.CN(C=O)C.O. The product is [N+:1]([C:4]1[CH:13]=[CH:12][C:7]2[N:8]([CH2:18][C:19]3[CH:20]=[N:21][CH:22]=[CH:23][CH:24]=3)[CH:9]=[CH:10][O:11][C:6]=2[CH:5]=1)([O-:3])=[O:2]. The yield is 0.440.